Dataset: Forward reaction prediction with 1.9M reactions from USPTO patents (1976-2016). Task: Predict the product of the given reaction. (1) Given the reactants CC([O-])(C)C.[K+].[CH3:7][C:8]1([C:12]([O:14]CC2C=CC=CC=2)=O)[CH2:11][O:10][CH2:9]1.[CH3:22][C:23]#[N:24], predict the reaction product. The product is: [CH3:7][C:8]1([C:12](=[O:14])[CH2:22][C:23]#[N:24])[CH2:9][O:10][CH2:11]1. (2) The product is: [Cl:30][C:26]1[CH:25]=[C:24]([CH:29]=[CH:28][CH:27]=1)[C:23]([NH:22][C:16]1[CH:17]=[C:18]([Cl:21])[CH:19]=[CH:20][C:15]=1[N:11]1[CH2:12][CH2:13][CH2:14][NH:8][CH2:9][CH2:10]1)=[O:31]. Given the reactants C(OC([N:8]1[CH2:14][CH2:13][CH2:12][N:11]([C:15]2[CH:20]=[CH:19][C:18]([Cl:21])=[CH:17][C:16]=2[NH:22][C:23](=[O:31])[C:24]2[CH:29]=[CH:28][CH:27]=[C:26]([Cl:30])[CH:25]=2)[CH2:10][CH2:9]1)=O)(C)(C)C.Cl, predict the reaction product. (3) Given the reactants CS(O[CH2:6][CH2:7][CH2:8][CH2:9][CH2:10][CH2:11][CH2:12][CH2:13][O:14][CH2:15][CH2:16][CH2:17][CH2:18][CH2:19][CH3:20])(=O)=O.[N:21]1[C:25]2[CH:26]=[CH:27][CH:28]=[CH:29][C:24]=2[NH:23][CH:22]=1.CC(C)([O-])C.[Na+], predict the reaction product. The product is: [CH2:15]([O:14][CH2:13][CH2:12][CH2:11][CH2:10][CH2:9][CH2:8][CH2:7][CH2:6][N:21]1[C:25]2[CH:26]=[CH:27][CH:28]=[CH:29][C:24]=2[N:23]=[CH:22]1)[CH2:16][CH2:17][CH2:18][CH2:19][CH3:20]. (4) Given the reactants [OH:1][CH2:2][C:3]([CH2:8][OH:9])([CH2:6][OH:7])[CH2:4][OH:5].O.[C:11]1(C)C=CC(S(O)(=O)=O)=C[CH:12]=1.C(OCC)(OCC)(OCC)C, predict the reaction product. The product is: [CH3:11][C:12]12[O:7][CH2:6][C:3]([CH2:8][OH:9])([CH2:4][O:5]1)[CH2:2][O:1]2. (5) Given the reactants [CH3:1][O:2][C:3](=[O:24])[CH2:4][C:5]1[S:9][C:8]([NH:10][C:11]([NH:13][C:14]2[CH:19]=[CH:18][CH:17]=[C:16]([C:20]([F:23])([F:22])[F:21])[CH:15]=2)=[O:12])=[N:7][CH:6]=1.C=O.[C:27]([O-])([O-])=[O:28].[K+].[K+], predict the reaction product. The product is: [CH3:1][O:2][C:3](=[O:24])[CH:4]([C:5]1[S:9][C:8]([NH:10][C:11]([NH:13][C:14]2[CH:19]=[CH:18][CH:17]=[C:16]([C:20]([F:22])([F:23])[F:21])[CH:15]=2)=[O:12])=[N:7][CH:6]=1)[CH2:27][OH:28]. (6) Given the reactants [CH3:1][SH-:2][C:3](=[S:9])[N:4]([CH2:7][CH3:8])[CH2:5][CH3:6].I([O-])(=O)(=O)=[O:11].[Na+].O, predict the reaction product. The product is: [CH3:6][CH2:5][N:4]([C:3]([S:2]([CH3:1])=[O:11])=[S:9])[CH2:7][CH3:8]. (7) The product is: [C:2]([C:4]1[CH:5]=[C:6]2[C:11](=[CH:12][CH:13]=1)[C:10](=[O:14])[N:9]([CH2:15][CH:16]([CH3:18])[CH3:17])[C:8]([CH2:19][NH:20][C:21](=[O:27])[O:22][C:23]([CH3:26])([CH3:25])[CH3:24])=[C:7]2[C:28]1[S:29][CH:30]=[CH:31][CH:32]=1)#[N:1]. Given the reactants [NH2:1][C:2]([C:4]1[CH:5]=[C:6]2[C:11](=[CH:12][CH:13]=1)[C:10](=[O:14])[N:9]([CH2:15][CH:16]([CH3:18])[CH3:17])[C:8]([CH2:19][NH:20][C:21](=[O:27])[O:22][C:23]([CH3:26])([CH3:25])[CH3:24])=[C:7]2[C:28]1[S:29][CH:30]=[CH:31][CH:32]=1)=O.N1C(Cl)=NC(Cl)=NC=1Cl.CN(C)C=O, predict the reaction product.